Dataset: NCI-60 drug combinations with 297,098 pairs across 59 cell lines. Task: Regression. Given two drug SMILES strings and cell line genomic features, predict the synergy score measuring deviation from expected non-interaction effect. (1) Drug 1: CCC1=CC2CC(C3=C(CN(C2)C1)C4=CC=CC=C4N3)(C5=C(C=C6C(=C5)C78CCN9C7C(C=CC9)(C(C(C8N6C)(C(=O)OC)O)OC(=O)C)CC)OC)C(=O)OC.C(C(C(=O)O)O)(C(=O)O)O. Drug 2: CCCCC(=O)OCC(=O)C1(CC(C2=C(C1)C(=C3C(=C2O)C(=O)C4=C(C3=O)C=CC=C4OC)O)OC5CC(C(C(O5)C)O)NC(=O)C(F)(F)F)O. Cell line: NCI-H522. Synergy scores: CSS=60.5, Synergy_ZIP=7.03, Synergy_Bliss=7.37, Synergy_Loewe=4.74, Synergy_HSA=7.65. (2) Drug 1: C1CC(=O)NC(=O)C1N2CC3=C(C2=O)C=CC=C3N. Drug 2: CCCCCOC(=O)NC1=NC(=O)N(C=C1F)C2C(C(C(O2)C)O)O. Cell line: UACC62. Synergy scores: CSS=1.35, Synergy_ZIP=-0.829, Synergy_Bliss=0.352, Synergy_Loewe=0.0534, Synergy_HSA=0.368. (3) Drug 1: CN(C(=O)NC(C=O)C(C(C(CO)O)O)O)N=O. Drug 2: CCC1(C2=C(COC1=O)C(=O)N3CC4=CC5=C(C=CC(=C5CN(C)C)O)N=C4C3=C2)O.Cl. Cell line: CAKI-1. Synergy scores: CSS=5.95, Synergy_ZIP=-12.1, Synergy_Bliss=-20.7, Synergy_Loewe=-40.8, Synergy_HSA=-22.3.